Predict which catalyst facilitates the given reaction. From a dataset of Catalyst prediction with 721,799 reactions and 888 catalyst types from USPTO. (1) Reactant: C(OC([N:8]1[C:12]2=[N:13][CH:14]=[C:15]([Cl:17])[CH:16]=[C:11]2[C:10]([CH2:18][C:19]2[C:20]([F:41])=[N:21][C:22]([N:25](C(OC(C)(C)C)=O)[CH2:26][C:27]3[CH:28]=[N:29][CH:30]=[C:31]([F:33])[CH:32]=3)=[CH:23][CH:24]=2)=[CH:9]1)=O)(C)(C)C.FC(F)(F)C(O)=O. Product: [Cl:17][C:15]1[CH:16]=[C:11]2[C:10]([CH2:18][C:19]3[CH:24]=[CH:23][C:22]([NH:25][CH2:26][C:27]4[CH:28]=[N:29][CH:30]=[C:31]([F:33])[CH:32]=4)=[N:21][C:20]=3[F:41])=[CH:9][NH:8][C:12]2=[N:13][CH:14]=1. The catalyst class is: 4. (2) Reactant: [O:1]1[CH:5]=[CH:4][CH:3]=[C:2]1[C:6]1[O:7][C:8]([CH3:36])=[C:9]([CH2:11][O:12][C:13]2[CH:33]=[CH:32][C:16]([CH2:17][O:18][C:19]3[CH:23]=[C:22]([CH:24]=O)[N:21]([C:26]4[CH:31]=[CH:30][CH:29]=[CH:28][CH:27]=4)[N:20]=3)=[CH:15][C:14]=2[O:34][CH3:35])[N:10]=1.[Cl-].[N:38]1[CH:43]=[CH:42][CH:41]=[CH:40][C:39]=1[CH2:44][P+](C1C=CC=CC=1)(C1C=CC=CC=1)C1C=CC=CC=1.C(=O)([O-])[O-].[K+].[K+].CN(C)C=O. Product: [O:1]1[CH:5]=[CH:4][CH:3]=[C:2]1[C:6]1[O:7][C:8]([CH3:36])=[C:9]([CH2:11][O:12][C:13]2[CH:33]=[CH:32][C:16]([CH2:17][O:18][C:19]3[CH:23]=[C:22](/[CH:24]=[CH:44]/[C:39]4[CH:40]=[CH:41][CH:42]=[CH:43][N:38]=4)[N:21]([C:26]4[CH:27]=[CH:28][CH:29]=[CH:30][CH:31]=4)[N:20]=3)=[CH:15][C:14]=2[O:34][CH3:35])[N:10]=1. The catalyst class is: 6.